Dataset: Reaction yield outcomes from USPTO patents with 853,638 reactions. Task: Predict the reaction yield, written as a fraction of the theoretical maximum amount of product (1.0 means a 100% yield; for example, 0.34 means a 34% yield). (1) The reactants are [NH2:1][C:2]1[N:3]=[C:4]([SH:18])[C:5]2[N:10]=[C:9]([C:11]3[CH:16]=[CH:15][C:14]([F:17])=[CH:13][CH:12]=3)[S:8][C:6]=2[N:7]=1.[CH2:19](N(CC)CC)C.IC.O. The catalyst is CS(C)=O. The product is [F:17][C:14]1[CH:13]=[CH:12][C:11]([C:9]2[S:8][C:6]3[N:7]=[C:2]([NH2:1])[N:3]=[C:4]([S:18][CH3:19])[C:5]=3[N:10]=2)=[CH:16][CH:15]=1. The yield is 0.600. (2) The reactants are [CH3:1][C:2]1([CH3:11])[O:6][C@@H:5]([CH:7]=O)[C:4]([CH3:10])([CH3:9])[O:3]1.[OH2:12].Cl.[NH2:14]O.C([O-])([O-])=O.[Na+].[Na+]. The catalyst is CO. The product is [CH3:1][C:2]1([CH3:11])[O:6][C@@H:5]([CH:7]=[N:14][OH:12])[C:4]([CH3:10])([CH3:9])[O:3]1. The yield is 0.740. (3) The reactants are [OH-].[Na+].[Br:3][C:4]1[CH:5]=[CH:6][C:7]2[N:8]([CH2:18][CH:19]([OH:24])[C:20]([O:22]C)=[O:21])[C:9]3[C:14]([C:15]=2[CH:16]=1)=[CH:13][C:12]([Br:17])=[CH:11][CH:10]=3. The catalyst is CCO. The product is [Br:17][C:12]1[CH:11]=[CH:10][C:9]2[N:8]([CH2:18][CH:19]([OH:24])[C:20]([OH:22])=[O:21])[C:7]3[C:15]([C:14]=2[CH:13]=1)=[CH:16][C:4]([Br:3])=[CH:5][CH:6]=3. The yield is 0.990.